This data is from Reaction yield outcomes from USPTO patents with 853,638 reactions. The task is: Predict the reaction yield, written as a fraction of the theoretical maximum amount of product (1.0 means a 100% yield; for example, 0.34 means a 34% yield). (1) The reactants are [Br:1][C:2]1[CH:8]=[CH:7][C:6]([Br:9])=[CH:5][C:3]=1N.N([O-])=O.[Na+].[I-:14].[K+].S([O-])(O)=O.[Na+]. The catalyst is Cl.C(Cl)Cl. The product is [Br:1][C:2]1[CH:8]=[CH:7][C:6]([Br:9])=[CH:5][C:3]=1[I:14]. The yield is 0.730. (2) The product is [Br:8][C:9]1[CH:14]=[CH:13][C:12]([O:6][CH3:7])=[C:11]([Cl:16])[CH:10]=1. The catalyst is CC(C)=O. The yield is 0.960. The reactants are COS([O:6][CH3:7])(=O)=O.[Br:8][C:9]1[CH:14]=[CH:13][C:12](O)=[C:11]([Cl:16])[CH:10]=1.C([O-])([O-])=O.[K+].[K+]. (3) The reactants are FC(F)(F)S(O[CH2:7][C:8]([F:17])([F:16])[C:9]1[CH:14]=[CH:13][C:12]([CH3:15])=[CH:11][N:10]=1)(=O)=O.N1CCC([NH:26][C:27]2[C:28]3[CH:35]=[CH:34][N:33]([S:36]([C:39]4[CH:45]=[CH:44][C:42]([CH3:43])=[CH:41][CH:40]=4)(=[O:38])=[O:37])[C:29]=3[N:30]=[CH:31][N:32]=2)CC1.CC[N:48]([CH:52]([CH3:54])C)[CH:49]([CH3:51])C.[CH2:55](Cl)Cl. No catalyst specified. The product is [F:17][C:8]([F:16])([C:9]1[CH:14]=[CH:13][C:12]([CH3:15])=[CH:11][N:10]=1)[CH2:7][N:48]1[CH2:49][CH2:51][CH:55]([C:31]2[N:32]=[C:27]([NH2:26])[C:28]3[CH:35]=[CH:34][N:33]([S:36]([C:39]4[CH:45]=[CH:44][C:42]([CH3:43])=[CH:41][CH:40]=4)(=[O:37])=[O:38])[C:29]=3[N:30]=2)[CH2:54][CH2:52]1. The yield is 0.620. (4) The reactants are [Cl:1][C:2]1[CH:22]=[CH:21][CH:20]=[CH:19][C:3]=1[CH:4]([O:12][CH:13]1[CH2:18][CH2:17][NH:16][CH2:15][CH2:14]1)[C:5]1[CH:10]=[CH:9][C:8]([Cl:11])=[CH:7][CH:6]=1.[C:23]([N:27]=[C:28]=[S:29])([CH3:26])([CH3:25])[CH3:24].CC[NH+](CC)CC.CC[NH+](CC)CC.C([O-])([O-])=O.C(O)C(N)(CO)CO. The product is [Cl:1][C:2]1[CH:22]=[CH:21][CH:20]=[CH:19][C:3]=1[CH:4]([O:12][CH:13]1[CH2:18][CH2:17][N:16]([C:28](=[S:29])[NH:27][C:23]([CH3:26])([CH3:25])[CH3:24])[CH2:15][CH2:14]1)[C:5]1[CH:6]=[CH:7][C:8]([Cl:11])=[CH:9][CH:10]=1. The catalyst is ClCCl. The yield is 0.490. (5) The reactants are [CH2:1]([O:3][C:4](=[O:17])[CH2:5][CH2:6][NH:7][C:8]1[CH:16]=[CH:15][C:11]([C:12]([OH:14])=O)=[CH:10][CH:9]=1)[CH3:2].C(N(CC)CC)C.C(Cl)(=O)C(C)(C)C.[CH3:32][N:33]([CH2:41][CH2:42][CH2:43][NH:44][CH3:45])[C:34](=[O:40])[O:35][C:36]([CH3:39])([CH3:38])[CH3:37].C(=O)([O-])O.[Na+]. The catalyst is C(Cl)Cl.C(OCC)(=O)C. The product is [C:36]([O:35][C:34]([N:33]([CH3:32])[CH2:41][CH2:42][CH2:43][N:44]([CH3:45])[C:12]([C:11]1[CH:10]=[CH:9][C:8]([NH:7][CH2:6][CH2:5][C:4]([O:3][CH2:1][CH3:2])=[O:17])=[CH:16][CH:15]=1)=[O:14])=[O:40])([CH3:39])([CH3:38])[CH3:37]. The yield is 0.890. (6) The reactants are Cl[C:2]1[C:7]([N+:8]([O-:10])=[O:9])=[CH:6][CH:5]=[C:4]([Cl:11])[N:3]=1.[Cl:12][C:13]1[C:18]([Cl:19])=[CH:17][CH2:16][CH2:15][C:14]=1[CH2:20][NH2:21].C([O-])([O-])=O.[K+].[K+].O. The catalyst is CN(C=O)C. The product is [Cl:11][C:4]1[N:3]=[C:2]([NH:21][CH2:20][C:14]2[CH:15]=[CH:16][CH:17]=[C:18]([Cl:19])[C:13]=2[Cl:12])[C:7]([N+:8]([O-:10])=[O:9])=[CH:6][CH:5]=1. The yield is 0.510. (7) The reactants are [CH3:1][S:2]([N:5]1[CH2:10][CH2:9][C:8]2[N:11]([CH2:24][C@@H:25]3[CH2:27][O:26]3)[N:12]=[C:13]([C:14]3[CH:19]=[CH:18][C:17]([C:20]([F:23])([F:22])[F:21])=[CH:16][CH:15]=3)[C:7]=2[CH2:6]1)(=[O:4])=[O:3].[CH3:28][N:29]1[C:33]2[CH:34]=[CH:35][CH:36]=[CH:37][C:32]=2[N:31]([CH:38]2[CH2:43][CH2:42][NH:41][CH2:40][CH2:39]2)[C:30]1=[O:44]. The catalyst is CCO.ClC(Cl)C. The product is [OH:26][C@H:25]([CH2:24][N:11]1[C:8]2[CH2:9][CH2:10][N:5]([S:2]([CH3:1])(=[O:4])=[O:3])[CH2:6][C:7]=2[C:13]([C:14]2[CH:15]=[CH:16][C:17]([C:20]([F:21])([F:23])[F:22])=[CH:18][CH:19]=2)=[N:12]1)[CH2:27][N:41]1[CH2:40][CH2:39][CH:38]([N:31]2[C:32]3[CH:37]=[CH:36][CH:35]=[CH:34][C:33]=3[N:29]([CH3:28])[C:30]2=[O:44])[CH2:43][CH2:42]1. The yield is 0.860. (8) The reactants are [NH2:1][C:2]1[N:7]=[CH:6][C:5]([C:8]2[CH:9]=[C:10]([NH2:19])[C:11]([NH:14][C:15]([CH3:18])([CH3:17])[CH3:16])=[CH:12][CH:13]=2)=[CH:4][N:3]=1.[N:20]1([C:25]2[CH:32]=[CH:31][C:30]([CH:33]=[CH2:34])=[CH:29][C:26]=2[CH:27]=O)[CH:24]=[N:23][CH:22]=[N:21]1.N1CCC[C@H]1C(O)=O. The catalyst is CO. The product is [C:15]([N:14]1[C:11]2[CH:12]=[CH:13][C:8]([C:5]3[CH:4]=[N:3][C:2]([NH2:1])=[N:7][CH:6]=3)=[CH:9][C:10]=2[N:19]=[C:27]1[C:26]1[CH:29]=[C:30]([CH:33]=[CH2:34])[CH:31]=[CH:32][C:25]=1[N:20]1[CH:24]=[N:23][CH:22]=[N:21]1)([CH3:16])([CH3:18])[CH3:17]. The yield is 0.0900. (9) The reactants are F[C:2]1[CH:7]=[C:6]([C:8]([F:11])([F:10])[F:9])[CH:5]=[CH:4][C:3]=1[C:12]1[CH:21]=[CH:20][CH:19]=[C:18]2[C:13]=1[CH:14]=[CH:15][C:16]([S:22]([NH:25][C:26]1[CH:31]=[CH:30][N:29]=[CH:28][N:27]=1)(=[O:24])=[O:23])=[CH:17]2.[NH:32]1[CH:36]=[CH:35][N:34]=[CH:33]1.CC(C)([O-])C.[Li+].C(O)(=O)CC(CC(O)=O)(C(O)=O)O. The catalyst is O1CCOCC1. The product is [N:32]1([C:2]2[CH:7]=[C:6]([C:8]([F:10])([F:11])[F:9])[CH:5]=[CH:4][C:3]=2[C:12]2[CH:21]=[CH:20][CH:19]=[C:18]3[C:13]=2[CH:14]=[CH:15][C:16]([S:22]([NH:25][C:26]2[CH:31]=[CH:30][N:29]=[CH:28][N:27]=2)(=[O:23])=[O:24])=[CH:17]3)[CH:36]=[CH:35][N:34]=[CH:33]1. The yield is 0.488.